Dataset: Full USPTO retrosynthesis dataset with 1.9M reactions from patents (1976-2016). Task: Predict the reactants needed to synthesize the given product. (1) Given the product [CH3:1][O:24][C:19]1[C:18]2[C:23](=[C:14]([O:11][CH3:12])[CH:15]=[CH:16][CH:17]=2)[CH:22]=[CH:21][CH:20]=1, predict the reactants needed to synthesize it. The reactants are: [C:1](#N)C.CO.S([O:11][CH3:12])(OC)(=O)=O.O[C:14]1[C:23]2[C:18](=[C:19]([OH:24])[CH:20]=[CH:21][CH:22]=2)[CH:17]=[CH:16][CH:15]=1. (2) The reactants are: [CH3:1][C:2]([CH3:5])([O-])[CH3:3].[K+].[Br-].C([P+](C1C=CC=CC=1)(C1C=CC=CC=1)C1C=CC=CC=1)C(C)C.[CH:31]([C@H:33]1[CH2:38][CH2:37][C@H:36]([NH:39][C:40](=[O:46])[O:41][C:42]([CH3:45])([CH3:44])[CH3:43])[CH2:35][CH2:34]1)=O.[Cl-].[NH4+]. Given the product [CH3:1][CH:2]([CH3:5])/[CH:3]=[CH:31]\[C@H:33]1[CH2:38][CH2:37][C@H:36]([NH:39][C:40](=[O:46])[O:41][C:42]([CH3:45])([CH3:44])[CH3:43])[CH2:35][CH2:34]1, predict the reactants needed to synthesize it. (3) Given the product [CH2:21]([O:32][C:30](=[O:31])[CH2:29][C:13](=[O:15])[C:11]1[CH:10]=[CH:9][N:8]=[C:7]([C:1]2[CH:2]=[CH:3][CH:4]=[CH:5][CH:6]=2)[N:12]=1)[CH3:22], predict the reactants needed to synthesize it. The reactants are: [C:1]1([C:7]2[N:12]=[C:11]([C:13]([OH:15])=O)[CH:10]=[CH:9][N:8]=2)[CH:6]=[CH:5][CH:4]=[CH:3][CH:2]=1.C(N1C=CN=C1)(N1[CH:22]=[CH:21]N=C1)=O.C(O)(=O)[CH2:29][C:30]([OH:32])=[O:31].C([K])C.[Cl-].[Mg+2].[Cl-]. (4) Given the product [F:1][C:2]1[CH:3]=[C:4]([C:14]([F:15])([F:16])[F:17])[CH:5]=[C:6]2[C:10]=1[N:9]([CH3:11])[CH:8]=[C:7]2[NH:21][CH2:20][CH2:18][OH:19], predict the reactants needed to synthesize it. The reactants are: [F:1][C:2]1[CH:3]=[C:4]([C:14]([F:17])([F:16])[F:15])[CH:5]=[C:6]2[C:10]=1[N:9]([CH3:11])[CH:8]=[C:7]2C=O.[CH2:18]([CH2:20][NH2:21])[OH:19].[BH4-].[Na+].O. (5) Given the product [Cl:1][C:2]1[CH:3]=[N:4][C:5]2[N:6]([N:8]=[C:9]([C:11]([N:20]3[CH2:19][CH2:18][N:17]4[C:21]([C:24]5[CH:28]=[CH:27][S:26][CH:25]=5)=[N:22][N:23]=[C:16]4[CH:15]3[CH3:14])=[O:13])[CH:10]=2)[CH:7]=1, predict the reactants needed to synthesize it. The reactants are: [Cl:1][C:2]1[CH:3]=[N:4][C:5]2[N:6]([N:8]=[C:9]([C:11]([OH:13])=O)[CH:10]=2)[CH:7]=1.[CH3:14][CH:15]1[NH:20][CH2:19][CH2:18][N:17]2[C:21]([C:24]3[CH:28]=[CH:27][S:26][CH:25]=3)=[N:22][N:23]=[C:16]12. (6) Given the product [Cl:1][C:2]1[CH:21]=[C:20]([O:22][CH3:23])[CH:19]=[CH:18][C:3]=1[O:4][C:5]1[S:6][C:7]([C:10]2[CH:14]=[C:13]([CH:15]([NH:17][C:31](=[O:33])[CH3:32])[CH3:16])[O:12][N:11]=2)=[CH:8][N:9]=1, predict the reactants needed to synthesize it. The reactants are: [Cl:1][C:2]1[CH:21]=[C:20]([O:22][CH3:23])[CH:19]=[CH:18][C:3]=1[O:4][C:5]1[S:6][C:7]([C:10]2[CH:14]=[C:13]([CH:15]([NH2:17])[CH3:16])[O:12][N:11]=2)=[CH:8][N:9]=1.C(N(CC)CC)C.[C:31](OC(=O)C)(=[O:33])[CH3:32]. (7) Given the product [F:22][C:23]1[CH:31]=[CH:30][C:29]([OH:32])=[CH:28][C:24]=1[C:25]([O:27][CH3:12])=[O:26], predict the reactants needed to synthesize it. The reactants are: O.NN.P(Cl)(Cl)(Cl)(Cl)Cl.Br.F[C:12]1C=CC(OC)=CC=1C#N.[F:22][C:23]1[CH:31]=[CH:30][C:29]([OH:32])=[CH:28][C:24]=1[C:25]([OH:27])=[O:26]. (8) Given the product [CH:2]([C:4]([O:8][C:14](=[O:15])[N:13]([CH3:17])[CH3:12])([CH3:9])[CH:5]([CH3:7])[CH3:6])([CH3:3])[CH3:1], predict the reactants needed to synthesize it. The reactants are: [CH3:1][CH:2]([C:4]([CH3:9])([OH:8])[CH:5]([CH3:7])[CH3:6])[CH3:3].[H-].[Na+].[CH3:12][N:13]([CH3:17])[C:14](Cl)=[O:15].